This data is from Catalyst prediction with 721,799 reactions and 888 catalyst types from USPTO. The task is: Predict which catalyst facilitates the given reaction. Reactant: FC(F)(F)C(O)=O.[C:8]([C:12]1[CH:60]=[CH:59][C:15]2[NH:16][C:17]([CH2:19][CH2:20][CH:21]3[CH2:24][CH:23]([N:25]([CH2:27][C@@H:28]4[C@H:32]5[O:33]C(C)(C)[O:35][C@H:31]5[C@H:30]([N:38]5[C:42]6[N:43]=[CH:44][N:45]=[C:46]([NH:47]CC7C=CC(OC)=CC=7OC)[C:41]=6[CH:40]=[CH:39]5)[CH2:29]4)[CH3:26])[CH2:22]3)=[N:18][C:14]=2[CH:13]=1)([CH3:11])([CH3:10])[CH3:9].C([SiH](CC)CC)C. Product: [NH2:47][C:46]1[C:41]2[CH:40]=[CH:39][N:38]([C@@H:30]3[CH2:29][C@H:28]([CH2:27][N:25]([CH:23]4[CH2:22][CH:21]([CH2:20][CH2:19][C:17]5[NH:16][C:15]6[CH:59]=[CH:60][C:12]([C:8]([CH3:9])([CH3:10])[CH3:11])=[CH:13][C:14]=6[N:18]=5)[CH2:24]4)[CH3:26])[C@@H:32]([OH:33])[C@H:31]3[OH:35])[C:42]=2[N:43]=[CH:44][N:45]=1. The catalyst class is: 6.